Dataset: Forward reaction prediction with 1.9M reactions from USPTO patents (1976-2016). Task: Predict the product of the given reaction. (1) Given the reactants [CH3:1][N:2]1[CH:6]=[CH:5][C:4]([NH:7][C:8]([C:10]2[C:15]([NH2:16])=[CH:14][CH:13]=[C:12]([CH3:17])[N:11]=2)=[O:9])=[N:3]1.Br[C:19]1[CH:20]=[N:21][CH:22]=[N:23][CH:24]=1, predict the reaction product. The product is: [CH3:1][N:2]1[CH:6]=[CH:5][C:4]([NH:7][C:8]([C:10]2[C:15]([NH:16][C:19]3[CH:20]=[N:21][CH:22]=[N:23][CH:24]=3)=[CH:14][CH:13]=[C:12]([CH3:17])[N:11]=2)=[O:9])=[N:3]1. (2) Given the reactants [NH2:1][C:2]1[N:3]=[C:4]([NH:7][C:8]2[CH:13]=[C:12]([F:14])[C:11]([C:15]3[CH:20]=[CH:19][C:18](NS(C)(=O)=O)=[CH:17][CH:16]=3)=[C:10]([C:26]([F:29])([F:28])[F:27])[CH:9]=2)[NH:5][N:6]=1.CS(N[C:35]1[CH:40]=CC(B(O)O)=[CH:37][CH:36]=1)(=O)=O, predict the reaction product. The product is: [F:14][C:12]1[CH:13]=[C:8]([NH:7][C:4]2[NH:5][N:6]=[C:2]([NH2:1])[N:3]=2)[CH:9]=[C:10]([C:26]([F:29])([F:27])[F:28])[C:11]=1[C:15]1[CH:20]=[CH:19][C:18]2[C:17](=[CH:40][CH:35]=[CH:36][CH:37]=2)[CH:16]=1.